From a dataset of HIV replication inhibition screening data with 41,000+ compounds from the AIDS Antiviral Screen. Binary Classification. Given a drug SMILES string, predict its activity (active/inactive) in a high-throughput screening assay against a specified biological target. The molecule is O=C(O)CCC(=O)NCCNC(=O)CC(=O)O. The result is 0 (inactive).